Task: Predict which catalyst facilitates the given reaction.. Dataset: Catalyst prediction with 721,799 reactions and 888 catalyst types from USPTO (1) Reactant: [CH3:1][O:2][C:3]1[CH:4]=[C:5]([C:20](O)=[O:21])[C:6]2[O:10][C:9]([C:11]3[CH:16]=[CH:15][C:14]([O:17][CH3:18])=[CH:13][CH:12]=3)=[CH:8][C:7]=2[CH:19]=1.Cl.[CH3:24][NH:25][O:26][CH3:27].CCN=C=NCCCN(C)C. Product: [CH3:27][O:26][N:25]([CH3:24])[C:20]([C:5]1[C:6]2[O:10][C:9]([C:11]3[CH:12]=[CH:13][C:14]([O:17][CH3:18])=[CH:15][CH:16]=3)=[CH:8][C:7]=2[CH:19]=[C:3]([O:2][CH3:1])[CH:4]=1)=[O:21]. The catalyst class is: 241. (2) Reactant: [Cl:1][C:2]1[CH:3]=[C:4]([C:9]([C:12]2[N:16]([C:17]3[CH:22]=[CH:21][C:20]([F:23])=[CH:19][CH:18]=3)[C:15]([CH2:24][O:25][CH:26]3[CH2:31][CH2:30][N:29](C(OC(C)(C)C)=O)[CH2:28][CH2:27]3)=[N:14][CH:13]=2)([CH3:11])[CH3:10])[CH:5]=[CH:6][C:7]=1[Cl:8].C(O)(C(F)(F)F)=O. Product: [Cl:1][C:2]1[CH:3]=[C:4]([C:9]([C:12]2[N:16]([C:17]3[CH:18]=[CH:19][C:20]([F:23])=[CH:21][CH:22]=3)[C:15]([CH2:24][O:25][CH:26]3[CH2:27][CH2:28][NH:29][CH2:30][CH2:31]3)=[N:14][CH:13]=2)([CH3:11])[CH3:10])[CH:5]=[CH:6][C:7]=1[Cl:8]. The catalyst class is: 2. (3) Reactant: Br[C:2]1[CH:3]=[C:4]([CH:7]=[O:8])[S:5][CH:6]=1.[B:9]1([B:9]2[O:13][C:12]([CH3:15])([CH3:14])[C:11]([CH3:17])([CH3:16])[O:10]2)[O:13][C:12]([CH3:15])([CH3:14])[C:11]([CH3:17])([CH3:16])[O:10]1.C([O-])(=O)C.[K+]. Product: [CH3:16][C:11]1([CH3:17])[C:12]([CH3:15])([CH3:14])[O:13][B:9]([C:2]2[CH:3]=[C:4]([CH:7]=[O:8])[S:5][CH:6]=2)[O:10]1. The catalyst class is: 438. (4) Reactant: [CH:1]1([N:4]2[C:13]3[C:8](=[C:9](F)[C:10]([F:25])=[C:11]([NH:15][CH2:16][CH2:17][NH:18][C:19]4[CH:24]=[CH:23][CH:22]=[CH:21][N:20]=4)[C:12]=3[F:14])[C:7](=[O:27])[CH:6]=[C:5]2[C:28]([O:30][CH2:31][CH3:32])=[O:29])[CH2:3][CH2:2]1.C(N(CC)CC)C.[CH3:40][O:41][C:42]1[CH:49]=[CH:48][C:45]([CH2:46][NH2:47])=[CH:44][CH:43]=1.O. Product: [CH:1]1([N:4]2[C:13]3[C:8](=[C:9]([NH:47][CH2:46][C:45]4[CH:48]=[CH:49][C:42]([O:41][CH3:40])=[CH:43][CH:44]=4)[C:10]([F:25])=[C:11]([NH:15][CH2:16][CH2:17][NH:18][C:19]4[CH:24]=[CH:23][CH:22]=[CH:21][N:20]=4)[C:12]=3[F:14])[C:7](=[O:27])[CH:6]=[C:5]2[C:28]([O:30][CH2:31][CH3:32])=[O:29])[CH2:3][CH2:2]1. The catalyst class is: 16. (5) Product: [F:48][C:9]1([F:8])[CH2:10][CH2:11][CH:12]([C:15]([NH:17][C:18]2[CH:19]=[C:20]3[C:24](=[CH:25][CH:26]=2)[NH:23][N:22]=[C:21]3[C:33]2[NH:37][C:36]3[CH:38]=[CH:39][C:40]([N:42]4[CH2:47][CH2:46][O:45][CH2:44][CH2:43]4)=[CH:41][C:35]=3[N:34]=2)=[O:16])[CH2:13][CH2:14]1. The catalyst class is: 2. Reactant: C(O)(C(F)(F)F)=O.[F:8][C:9]1([F:48])[CH2:14][CH2:13][CH:12]([C:15]([NH:17][C:18]2[CH:19]=[C:20]3[C:24](=[CH:25][CH:26]=2)[N:23](C2CCCCO2)[N:22]=[C:21]3[C:33]2[NH:37][C:36]3[CH:38]=[CH:39][C:40]([N:42]4[CH2:47][CH2:46][O:45][CH2:44][CH2:43]4)=[CH:41][C:35]=3[N:34]=2)=[O:16])[CH2:11][CH2:10]1.